Dataset: Reaction yield outcomes from USPTO patents with 853,638 reactions. Task: Predict the reaction yield, written as a fraction of the theoretical maximum amount of product (1.0 means a 100% yield; for example, 0.34 means a 34% yield). (1) The reactants are [H-].[Na+].[C:3]([O:7][C:8]([NH:10][C@H:11]([C:15]([OH:17])=[O:16])[CH2:12][O:13][CH3:14])=[O:9])([CH3:6])([CH3:5])[CH3:4].[CH:18]1(NC2CCCCC2)CCCCC1.O.COS(OC)(=O)=O.[OH-].[NH4+].Cl. The catalyst is CCCC(C)C.O1CCCC1. The product is [C:3]([O:7][C:8]([N:10]([CH3:18])[C@H:11]([C:15]([OH:17])=[O:16])[CH2:12][O:13][CH3:14])=[O:9])([CH3:6])([CH3:4])[CH3:5]. The yield is 0.560. (2) The reactants are [NH2:1][C:2]1[N:10]=[CH:9][CH:8]=[CH:7][C:3]=1[C:4](O)=[O:5].[H-].[H-].[H-].[H-].[Li+].[Al+3].C1COCC1. No catalyst specified. The product is [NH2:1][C:2]1[C:3]([CH2:4][OH:5])=[CH:7][CH:8]=[CH:9][N:10]=1. The yield is 0.870.